This data is from Reaction yield outcomes from USPTO patents with 853,638 reactions. The task is: Predict the reaction yield, written as a fraction of the theoretical maximum amount of product (1.0 means a 100% yield; for example, 0.34 means a 34% yield). (1) The reactants are [F:1][C:2]1[CH:7]=[CH:6][C:5]([N:8]2[C:16]3[CH:15]=[C:14]4CCCC(C=O)[C:13]4([CH3:23])[CH2:12][C:11]=3[CH:10]=[N:9]2)=[CH:4][CH:3]=1.[CH:24]1[C:37]2[C:28](=[CH:29][C:30]3[C:35]([C:36]=2[CH:38]=O)=[CH:34][CH:33]=[CH:32][CH:31]=3)[CH:27]=[CH:26][CH:25]=1.[CH2:40]1[CH2:44][O:43][CH2:42][CH2:41]1. No catalyst specified. The product is [CH:34]1[C:35]2[C:30](=[CH:29][C:28]3[C:37]([C:36]=2[CH:38]=[C:40]2[C:44](=[O:43])[C:13]4([CH3:12])[CH2:23][C:11]5[CH:10]=[N:9][N:8]([C:5]6[CH:6]=[CH:7][C:2]([F:1])=[CH:3][CH:4]=6)[C:16]=5[CH:15]=[C:14]4[CH2:42][CH2:41]2)=[CH:24][CH:25]=[CH:26][CH:27]=3)[CH:31]=[CH:32][CH:33]=1. The yield is 0.780. (2) The product is [CH:1]1([C:7]2[C:15]3[C:10](=[CH:11][C:12]([C:16]([O:18][CH3:19])=[O:17])=[CH:13][CH:14]=3)[NH:9][C:8]=2[C:20]2[CH:25]=[CH:24][CH:23]=[CH:22][C:21]=2[CH2:26][CH2:27][OH:28])[CH2:6][CH2:5][CH2:4][CH2:3][CH2:2]1. The reactants are [CH:1]1([C:7]2[C:15]3[C:10](=[CH:11][C:12]([C:16]([O:18][CH3:19])=[O:17])=[CH:13][CH:14]=3)[NH:9][C:8]=2[C:20]2[CH:25]=[CH:24][CH:23]=[CH:22][C:21]=2[CH2:26][CH2:27][O:28]C2CCCCO2)[CH2:6][CH2:5][CH2:4][CH2:3][CH2:2]1.O. The yield is 0.667. The catalyst is O1CCCC1.CO.Cl. (3) The reactants are [F:1][C:2]1[CH:7]=[CH:6][C:5]([NH:8][CH2:9][C:10]#[C:11][C:12]2[CH:17]=[CH:16][C:15]([C:18]#[C:19][C:20]3([NH:28][C:29](=[O:35])[O:30][C:31]([CH3:34])([CH3:33])[CH3:32])[CH2:25][O:24][C:23]([CH3:27])([CH3:26])[O:22][CH2:21]3)=[CH:14][CH:13]=2)=[CH:4][CH:3]=1.C(OC(=O)NC1(C#CC2C=CC(S(=O)(=O)NC3CCC4CC3C4(C)C)=CC=2)COC(C)(C)OC1)(C)(C)C. No catalyst specified. The product is [C:31]([O:30][C:29](=[O:35])[NH:28][C:20]1([CH2:19][CH2:18][C:15]2[CH:16]=[CH:17][C:12]([CH2:11][CH2:10][CH2:9][NH:8][C:5]3[CH:6]=[CH:7][C:2]([F:1])=[CH:3][CH:4]=3)=[CH:13][CH:14]=2)[CH2:25][O:24][C:23]([CH3:27])([CH3:26])[O:22][CH2:21]1)([CH3:32])([CH3:33])[CH3:34]. The yield is 0.940. (4) The reactants are Cl[C:2]1[CH:7]=[C:6]([C:8]#[N:9])[CH:5]=[C:4]([C:10]2[CH:11]=[N:12][C:13]([C:16]([F:19])([F:18])[F:17])=[CH:14][CH:15]=2)[N:3]=1.[F-:20].[K+]. The catalyst is CS(C)=O. The product is [F:20][C:2]1[CH:7]=[C:6]([C:8]#[N:9])[CH:5]=[C:4]([C:10]2[CH:11]=[N:12][C:13]([C:16]([F:19])([F:18])[F:17])=[CH:14][CH:15]=2)[N:3]=1. The yield is 0.780. (5) The reactants are [CH2:1]([NH:4][C:5](=[O:18])[C:6]([C:16]#[N:17])=[N:7][NH:8][C:9]1[CH:14]=[CH:13][CH:12]=[CH:11][C:10]=1[Br:15])[CH2:2][CH3:3].[Cl-].[Al+3].[Cl-].[Cl-].O1CCCC1.CO. The catalyst is C1(C)C=CC=CC=1.C(Cl)(Cl)Cl. The product is [NH2:17][C:16]1[C:14]2[C:9](=[C:10]([Br:15])[CH:11]=[CH:12][CH:13]=2)[N:8]=[N:7][C:6]=1[C:5]([NH:4][CH2:1][CH2:2][CH3:3])=[O:18]. The yield is 0.840. (6) The reactants are [N+:1]([C:4]1[CH:9]=[CH:8][C:7](B(O)O)=[CH:6][CH:5]=1)([O-:3])=[O:2].[C:13]([O:17][C:18]([N:20]1[CH2:25][CH:24]=[C:23](C2C=CC(N)=CC=2)[CH2:22][CH2:21]1)=[O:19])([CH3:16])([CH3:15])[CH3:14]. The catalyst is CCOC(C)=O. The product is [C:13]([O:17][C:18]([N:20]1[CH2:21][CH:22]=[C:23]([C:7]2[CH:8]=[CH:9][C:4]([N+:1]([O-:3])=[O:2])=[CH:5][CH:6]=2)[CH2:24][CH2:25]1)=[O:19])([CH3:16])([CH3:14])[CH3:15]. The yield is 0.900. (7) The reactants are FC([C:4]([O:10][C:11]([C:14]([C:17]([C:20]([C:23]([C:26](F)=[O:27])([F:25])[F:24])([F:22])[F:21])([F:19])[F:18])([F:16])[F:15])([F:13])[F:12])([C:6]([F:9])([F:8])[F:7])[F:5])=O.FC(F)(F)C1(F)[O:35]C1(F)F.FC(F)(C(F)(F)C(F)(F)C(F)(F)C(F)=O)C(F)=O.C(=O)([O-])[O-].[Na+].[Na+].C(=O)=O.S(=O)(=O)(O)O. The catalyst is COCCOCCOC.O. The product is [C:6]([CH:4]([O:10][C:11]([C:14]([C:17]([C:20]([C:23]([C:26]([OH:35])=[O:27])([F:24])[F:25])([F:21])[F:22])([F:19])[F:18])([F:15])[F:16])([F:12])[F:13])[F:5])([F:9])([F:7])[F:8]. The yield is 0.950. (8) The reactants are [CH2:1]([O:8][C:9]1[CH:10]=[C:11]2[C:15](=[CH:16][CH:17]=1)[NH:14][CH:13]=[CH:12]2)[C:2]1[CH:7]=[CH:6][CH:5]=[CH:4][CH:3]=1.[H-].[Na+].N1C2C(=CC=CC=2)C=C1.Br[CH2:30][C:31]([O:33][CH2:34][CH3:35])=[O:32]. The yield is 0.860. The catalyst is CN(C=O)C. The product is [CH2:34]([O:33][C:31](=[O:32])[CH2:30][N:14]1[C:15]2[C:11](=[CH:10][C:9]([O:8][CH2:1][C:2]3[CH:3]=[CH:4][CH:5]=[CH:6][CH:7]=3)=[CH:17][CH:16]=2)[CH:12]=[CH:13]1)[CH3:35]. (9) The reactants are C1(C)C=CC=CC=1.C(O)C.[F:11][CH:12]([F:39])[C:13]([N:15]1[C@H:19]([CH2:20][F:21])[C@@H:18]([C:22]2[CH:27]=[CH:26][C:25](B3OC(C)(C)C(C)(C)O3)=[CH:24][CH:23]=2)[O:17][C:16]1([CH3:38])[CH3:37])=[O:14].[Cl-].Br[C:42]1[CH:43]=[CH:44][C:45]([C:48]2([NH3+:52])[CH2:51][O:50][CH2:49]2)=[N:46][CH:47]=1.C(=O)(O)[O-].[Na+]. The catalyst is C(OCC)(=O)C.C1C=CC(P(C2C=CC=CC=2)[C-]2C=CC=C2)=CC=1.C1C=CC(P(C2C=CC=CC=2)[C-]2C=CC=C2)=CC=1.Cl[Pd]Cl.[Fe+2]. The product is [NH2:52][C:48]1([C:45]2[N:46]=[CH:47][C:42]([C:25]3[CH:24]=[CH:23][C:22]([C@H:18]4[O:17][C:16]([CH3:38])([CH3:37])[N:15]([C:13](=[O:14])[CH:12]([F:39])[F:11])[C@@H:19]4[CH2:20][F:21])=[CH:27][CH:26]=3)=[CH:43][CH:44]=2)[CH2:51][O:50][CH2:49]1. The yield is 0.700. (10) The catalyst is O1CCOCC1. The product is [CH3:17][O:16][C:13]([CH3:15])([CH3:14])[CH:9]([NH:8][C:6]([O:5][CH3:1])=[O:7])[C:10]([OH:12])=[O:11]. The yield is 0.650. The reactants are [C:1]([O:5][C:6]([NH:8][CH:9]([C:13]([O:16][CH3:17])([CH3:15])[CH3:14])[C:10]([OH:12])=[O:11])=[O:7])(C)(C)C.Cl.[OH-].[Na+].ClC(OC)=O.